From a dataset of Forward reaction prediction with 1.9M reactions from USPTO patents (1976-2016). Predict the product of the given reaction. (1) The product is: [CH3:1][NH:2][C:7]1[CH:8]=[CH:9][S:10][C:6]=1[C:5]([NH2:13])=[O:4]. Given the reactants [CH3:1][N:2]1[C:7]2[CH:8]=[CH:9][S:10][C:6]=2[C:5](=O)[O:4]C1=O.[NH3:13], predict the reaction product. (2) Given the reactants [CH3:1][N:2]1[C:10]2[CH2:9][CH2:8][CH2:7][CH:6]([CH2:11][C:12](OCC)=[O:13])[C:5]=2[CH:4]=[CH:3]1.[OH-].[Na+], predict the reaction product. The product is: [CH3:1][N:2]1[C:10]2[CH2:9][CH2:8][CH2:7][CH:6]([CH2:11][CH2:12][OH:13])[C:5]=2[CH:4]=[CH:3]1. (3) The product is: [Cl:14][C:12]1[N:11]=[C:10]2[C:6]([N:7]=[CH:8][N:9]2[CH:15]2[CH2:19][CH2:18][CH2:17][CH2:16]2)=[C:5]([NH:4][CH2:3][CH2:2][NH:1][CH2:26][C:25]2[CH:28]=[CH:29][C:30]([Cl:31])=[C:23]([Cl:22])[CH:24]=2)[N:13]=1. Given the reactants [NH2:1][CH2:2][CH2:3][NH:4][C:5]1[N:13]=[C:12]([Cl:14])[N:11]=[C:10]2[C:6]=1[N:7]=[CH:8][N:9]2[CH:15]1[CH2:19][CH2:18][CH2:17][CH2:16]1.CO.[Cl:22][C:23]1[CH:24]=[C:25]([CH:28]=[CH:29][C:30]=1[Cl:31])[CH:26]=O.[BH3-]C#N.[Na+], predict the reaction product. (4) Given the reactants [NH2:1][C:2]1[S:3][CH:4]=[CH:5][N:6]=1.[C:7]([N+:11]#[C-:12])([CH3:10])([CH3:9])[CH3:8].[CH3:13][C:14]1[CH:21]=[CH:20][CH:19]=[CH:18][C:15]=1[CH:16]=O.[C:22](Cl)(=[O:24])[CH3:23], predict the reaction product. The product is: [C:7]([N:11]([C:12]1[N:6]2[C:2]([S:3][CH:4]=[CH:5]2)=[N:1][C:16]=1[C:15]1[CH:18]=[CH:19][CH:20]=[CH:21][C:14]=1[CH3:13])[C:22](=[O:24])[CH3:23])([CH3:10])([CH3:9])[CH3:8]. (5) Given the reactants [CH2:1]([O:8][C:9]1[CH:10]=[CH:11][C:12]([CH:20]2[CH2:22][O:21]2)=[C:13]2[C:18]=1[NH:17][C:16](=[O:19])[CH:15]=[CH:14]2)[C:2]1[CH:7]=[CH:6][CH:5]=[CH:4][CH:3]=1.[F:23][C:24]1[CH:29]=[C:28]([F:30])[CH:27]=[CH:26][C:25]=1[CH2:31][C:32]([NH2:35])([CH3:34])[CH3:33], predict the reaction product. The product is: [CH2:1]([O:8][C:9]1[CH:10]=[CH:11][C:12]([CH:20]([OH:21])[CH2:22][NH:35][C:32]([CH3:34])([CH3:33])[CH2:31][C:25]2[CH:26]=[CH:27][C:28]([F:30])=[CH:29][C:24]=2[F:23])=[C:13]2[C:18]=1[NH:17][C:16](=[O:19])[CH:15]=[CH:14]2)[C:2]1[CH:7]=[CH:6][CH:5]=[CH:4][CH:3]=1. (6) Given the reactants [NH2:1][C:2](=[N:20][OH:21])[CH:3]1[CH2:7][C:6]2([CH2:12][CH2:11][N:10]([C:13]([O:15][C:16]([CH3:19])([CH3:18])[CH3:17])=[O:14])[CH2:9][CH2:8]2)[O:5][CH2:4]1.CCN(C(C)C)C(C)C.[F:31][C:32]([F:44])([F:43])[O:33][C:34]1[CH:42]=[CH:41][C:37]([C:38](Cl)=O)=[CH:36][CH:35]=1, predict the reaction product. The product is: [F:31][C:32]([F:43])([F:44])[O:33][C:34]1[CH:35]=[CH:36][C:37]([C:38]2[O:21][N:20]=[C:2]([CH:3]3[CH2:7][C:6]4([CH2:12][CH2:11][N:10]([C:13]([O:15][C:16]([CH3:18])([CH3:17])[CH3:19])=[O:14])[CH2:9][CH2:8]4)[O:5][CH2:4]3)[N:1]=2)=[CH:41][CH:42]=1. (7) Given the reactants [NH2:1][CH2:2][CH2:3][CH2:4][CH2:5][CH2:6][CH2:7][NH:8][C:9]1[C:10]2[C:15]([N:16]=[C:17]3[C:22]=1[CH2:21][CH2:20][CH2:19][CH2:18]3)=[CH:14][CH:13]=[CH:12][CH:11]=2.[CH2:23]=O.[CH3:25][O:26][C:27]1[CH:28]=[C:29]2[C:33](=[CH:34][C:35]=1[O:36][CH3:37])[C:32](=[O:38])[CH2:31][CH2:30]2.Cl, predict the reaction product. The product is: [NH3:1].[CH3:25][O:26][C:27]1[CH:28]=[C:29]2[C:33](=[CH:34][C:35]=1[O:36][CH3:37])[C:32](=[O:38])[CH:31]([CH2:23][NH:1][CH2:2][CH2:3][CH2:4][CH2:5][CH2:6][CH2:7][NH:8][C:9]1[C:10]3[C:15]([N:16]=[C:17]4[C:22]=1[CH2:21][CH2:20][CH2:19][CH2:18]4)=[CH:14][CH:13]=[CH:12][CH:11]=3)[CH2:30]2.